From a dataset of Tox21: 12 toxicity assays (nuclear receptors and stress response pathways). Binary classification across 12 toxicity assays. (1) The drug is CCCC(=O)O[C@]1(C(=O)COC(C)=O)CC[C@H]2[C@@H]3C[C@H](F)C4=CC(=O)C=C[C@]4(C)[C@@]3(F)[C@@H](O)C[C@@]21C. It tested positive (active) for: NR-AR (Androgen Receptor agonist activity), and NR-AR-LBD (Androgen Receptor Ligand Binding Domain agonist). (2) The drug is CC(C)CC(C)(c1ccc(O)cc1)c1ccc(O)cc1. It tested positive (active) for: NR-ER (Estrogen Receptor agonist activity), SR-ARE (Antioxidant Response Element (oxidative stress)), SR-HSE (Heat Shock Element response), and SR-MMP (Mitochondrial Membrane Potential disruption). (3) The molecule is CCC1(c2ccc(N)cc2)CCC(=O)NC1=O. It tested positive (active) for: NR-Aromatase (Aromatase enzyme inhibition). (4) The drug is COc1ccc2c3c1O[C@H]1[C@@H](O)C=C[C@H]4[C@@H](C2)N(C)CC[C@]314. It tested positive (active) for: NR-AR (Androgen Receptor agonist activity), SR-ARE (Antioxidant Response Element (oxidative stress)), and SR-HSE (Heat Shock Element response). (5) The molecule is Cc1cccc(O)c1N. It tested positive (active) for: NR-AhR (Aryl hydrocarbon Receptor agonist activity), SR-ARE (Antioxidant Response Element (oxidative stress)), and SR-p53 (p53 tumor suppressor activation).